From a dataset of Catalyst prediction with 721,799 reactions and 888 catalyst types from USPTO. Predict which catalyst facilitates the given reaction. (1) Reactant: [OH:1][CH:2]1[CH2:7][CH2:6][NH:5][CH2:4][CH2:3]1.[OH-].[Na+].Cl[C:11]1[N:16]=[C:15]([NH:17][C:18]2[CH:23]=[CH:22][C:21]([O:24][CH3:25])=[C:20]([Cl:26])[CH:19]=2)[N:14]=[C:13]([NH:27][CH:28]2[CH2:34][CH2:33][CH2:32][CH2:31][CH2:30][CH2:29]2)[N:12]=1. Product: [Cl:26][C:20]1[CH:19]=[C:18]([NH:17][C:15]2[N:14]=[C:13]([NH:27][CH:28]3[CH2:29][CH2:30][CH2:31][CH2:32][CH2:33][CH2:34]3)[N:12]=[C:11]([N:5]3[CH2:6][CH2:7][CH:2]([OH:1])[CH2:3][CH2:4]3)[N:16]=2)[CH:23]=[CH:22][C:21]=1[O:24][CH3:25]. The catalyst class is: 48. (2) Reactant: [I:1]N1C(=O)CCC1=O.[Cl:9][C:10]1[CH:18]=[C:13]2[CH:14]=[CH:15][CH:16]=[CH:17][N:12]2[N:11]=1. Product: [Cl:9][C:10]1[C:18]([I:1])=[C:13]2[CH:14]=[CH:15][CH:16]=[CH:17][N:12]2[N:11]=1. The catalyst class is: 10. (3) Reactant: [O:1]=[CH:2][C@@H:3]([C@H:5]([C@H:7]([C@@H:9]([CH2:11][OH:12])[OH:10])[OH:8])[OH:6])[OH:4].O=C[C@@H]([C@H]([C@@H]([C@@H](CO)O)O)O)O. Product: [OH:1][CH2:2][C:3]([C@H:5]([C@H:7]([C@@H:9]([CH2:11][OH:12])[OH:10])[OH:8])[OH:6])=[O:4]. The catalyst class is: 6. (4) Reactant: [C:1]([N:4]1[CH2:9][CH2:8][CH:7]([C:10]2[CH:42]=[CH:41][C:13]([CH2:14][O:15][C:16]3[CH:21]=[CH:20][C:19]([CH3:22])=[CH:18][C:17]=3[C:23]3[N:28]=[C:27]([N:29]4[C:33]([C:34]([F:37])([F:36])[F:35])=[C:32]([C:38]([OH:40])=[O:39])[CH:31]=[N:30]4)[CH:26]=[CH:25][CH:24]=3)=[CH:12][CH:11]=2)[CH2:6][CH2:5]1)(=[O:3])[CH3:2].[OH-:43].[Li+].Cl.[O:46]1CCOCC1. Product: [C:33]([OH:46])([C:34]([F:37])([F:36])[F:35])=[O:43].[C:1]([N:4]1[CH2:9][CH2:8][CH:7]([C:10]2[CH:42]=[CH:41][C:13]([CH2:14][O:15][C:16]3[CH:21]=[CH:20][C:19]([CH3:22])=[CH:18][C:17]=3[C:23]3[N:28]=[C:27]([N:29]4[C:33]([C:34]([F:35])([F:37])[F:36])=[C:32]([C:38]([OH:40])=[O:39])[CH:31]=[N:30]4)[CH:26]=[CH:25][CH:24]=3)=[CH:12][CH:11]=2)[CH2:6][CH2:5]1)(=[O:3])[CH3:2]. The catalyst class is: 10. (5) Reactant: Br[C:2]1[S:6][C:5]([NH2:7])=[N:4][CH:3]=1.C([O-])([O-])=O.[K+].[K+].[C:14]([O:18][CH2:19][CH3:20])(=[O:17])[CH2:15][SH:16].O. Product: [CH2:19]([O:18][C:14](=[O:17])[CH2:15][S:16][C:2]1[S:6][C:5]([NH2:7])=[N:4][CH:3]=1)[CH3:20]. The catalyst class is: 31. (6) Reactant: C1CCC(N=C=NC2CCCCC2)CC1.C1C=CC2N(O)N=NC=2C=1.[C:26]1([CH2:36][NH2:37])[C:35]2[C:30](=[CH:31][CH:32]=[CH:33][CH:34]=2)[CH:29]=[CH:28][CH:27]=1.[Br:38][C:39]1[C:40]2[CH:50]=[CH:49][CH:48]=[CH:47][C:41]=2[S:42][C:43]=1[C:44](O)=[O:45].C(NC1CCCCC1)(NC1CCCCC1)=O. Product: [Br:38][C:39]1[C:40]2[CH:50]=[CH:49][CH:48]=[CH:47][C:41]=2[S:42][C:43]=1[C:44]([NH:37][CH2:36][C:26]1[C:35]2[C:30](=[CH:31][CH:32]=[CH:33][CH:34]=2)[CH:29]=[CH:28][CH:27]=1)=[O:45]. The catalyst class is: 39. (7) Reactant: [CH:1]([C:4]1[CH:9]=[CH:8][CH:7]=[CH:6][C:5]=1[S:10]([NH:13][CH2:14][CH2:15][C:16]1[CH:21]=[CH:20][CH:19]=[CH:18][N:17]=1)(=[O:12])=[O:11])([CH3:3])[CH3:2].[Br:22]N1C(=O)CCC1=O.[OH-].[Na+]. Product: [Br:22][C:7]1[CH:8]=[CH:9][C:4]([CH:1]([CH3:3])[CH3:2])=[C:5]([S:10]([NH:13][CH2:14][CH2:15][C:16]2[CH:21]=[CH:20][CH:19]=[CH:18][N:17]=2)(=[O:11])=[O:12])[CH:6]=1. The catalyst class is: 65. (8) Reactant: [CH3:1][C:2]1[C:10]2[C:5](=[CH:6][CH:7]=[CH:8][CH:9]=2)[NH:4][CH:3]=1.C([BH3-])#N.[Na+].[OH-].[Na+]. Product: [CH3:1][CH:2]1[C:10]2[C:5](=[CH:6][CH:7]=[CH:8][CH:9]=2)[NH:4][CH2:3]1. The catalyst class is: 15. (9) Reactant: Cl.[Cl:2][C:3]1[CH:26]=[CH:25][C:6]2[N:7]=[C:8]([N:10]3[CH2:15][CH2:14][N:13]([CH2:16][C:17]4[CH:22]=[CH:21][CH:20]=[C:19]([CH2:23]Cl)[CH:18]=4)[CH2:12][CH2:11]3)[S:9][C:5]=2[CH:4]=1.[C-:27]#[N:28].[Na+].O.C(OCC)(=O)C. Product: [Cl:2][C:3]1[CH:26]=[CH:25][C:6]2[N:7]=[C:8]([N:10]3[CH2:11][CH2:12][N:13]([CH2:16][C:17]4[CH:18]=[C:19]([CH2:23][C:27]#[N:28])[CH:20]=[CH:21][CH:22]=4)[CH2:14][CH2:15]3)[S:9][C:5]=2[CH:4]=1. The catalyst class is: 9. (10) Product: [Br:15][C:8]1[CH:9]=[CH:10][C:11]2[C:12]3[C:4](=[CH:3][C:2]([C:27]4[CH:26]=[CH:25][C:24]([O:23][CH3:22])=[CH:29][C:28]=4[C:30]4[CH:31]=[CH:32][CH:33]=[CH:34][CH:35]=4)=[CH:14][CH:13]=3)[N:5]([C:16]3[CH:17]=[CH:18][CH:19]=[CH:20][CH:21]=3)[C:6]=2[CH:7]=1. The catalyst class is: 206. Reactant: Br[C:2]1[CH:14]=[CH:13][C:12]2[C:11]3[C:6](=[CH:7][C:8]([Br:15])=[CH:9][CH:10]=3)[N:5]([C:16]3[CH:21]=[CH:20][CH:19]=[CH:18][CH:17]=3)[C:4]=2[CH:3]=1.[CH3:22][O:23][C:24]1[CH:25]=[CH:26][C:27](B(O)O)=[C:28]([C:30]2[CH:35]=[CH:34][CH:33]=[CH:32][CH:31]=2)[CH:29]=1.C([O-])([O-])=O.[Na+].[Na+].CCO.